Dataset: Full USPTO retrosynthesis dataset with 1.9M reactions from patents (1976-2016). Task: Predict the reactants needed to synthesize the given product. Given the product [NH2:1][C:2]1[C:7]([C:8]([O:10][CH2:15][CH3:16])=[O:9])=[CH:6][N:5]=[C:4]([S:11][CH3:12])[N:3]=1, predict the reactants needed to synthesize it. The reactants are: [NH2:1][C:2]1[C:7]([C:8]([OH:10])=[O:9])=[CH:6][N:5]=[C:4]([S:11][CH3:12])[N:3]=1.CO[C:15]1C=CC(CN)=C[CH:16]=1.ON1C2C=CC=CC=2N=N1.